This data is from Forward reaction prediction with 1.9M reactions from USPTO patents (1976-2016). The task is: Predict the product of the given reaction. Given the reactants [C:1]([N:8]1[CH:12]=[CH:11]N=[CH:9]1)(N1C=CN=C1)=[O:2].[CH:13]1[CH:14]=[CH:15][C:16]2[NH:21][CH:20]=[C:19]([CH2:22][CH2:23][OH:24])[C:17]=2[CH:18]=1.Cl.[F:26][C:27]1[CH:46]=[CH:45][C:30]([CH2:31][O:32][CH2:33][C:34]([NH:36][CH2:37][CH2:38][CH:39]2CCNC[CH2:40]2)=[O:35])=[CH:29][CH:28]=1, predict the reaction product. The product is: [F:26][C:27]1[CH:28]=[CH:29][C:30]([CH2:31][O:32][CH2:33][C:34]([NH:36][CH2:37][CH2:38][CH:39]2[CH2:40][CH2:9][N:8]([C:1]([O:24][CH2:23][CH2:22][C:19]3[C:17]4[C:16](=[CH:15][CH:14]=[CH:13][CH:18]=4)[NH:21][CH:20]=3)=[O:2])[CH2:12][CH2:11]2)=[O:35])=[CH:45][CH:46]=1.